Dataset: Full USPTO retrosynthesis dataset with 1.9M reactions from patents (1976-2016). Task: Predict the reactants needed to synthesize the given product. (1) Given the product [C:36]([OH:41])(=[O:40])[C:37]([OH:39])=[O:38].[CH3:5][C:6]1([CH3:33])[N:11]=[C:10]([NH:12][CH2:13][C:14]2[CH:19]=[CH:18][C:17]([O:20][CH3:21])=[CH:16][CH:15]=2)[NH:9][C:8]([NH:22][CH2:23][CH2:24][CH2:25][CH2:26][CH2:27][CH2:28][CH2:29][CH2:30][CH2:31][CH3:32])=[N:7]1, predict the reactants needed to synthesize it. The reactants are: C(O)(=O)C.[CH3:5][C:6]1([CH3:33])[N:11]=[C:10]([NH:12][CH2:13][C:14]2[CH:19]=[CH:18][C:17]([O:20][CH3:21])=[CH:16][CH:15]=2)[NH:9][C:8]([NH:22][CH2:23][CH2:24][CH2:25][CH2:26][CH2:27][CH2:28][CH2:29][CH2:30][CH2:31][CH3:32])=[N:7]1.O.O.[C:36]([OH:41])(=[O:40])[C:37]([OH:39])=[O:38]. (2) The reactants are: [CH3:1][C:2]1[CH2:7][CH2:6][C@@H:5]([CH:8]=[O:9])[CH2:4][CH:3]=1.[CH2:10]([Mg]Br)[CH3:11].C[N+]1([O-])CCOCC1. Given the product [CH3:1][C:2]1[CH2:7][CH2:6][C@@H:5]([C:8](=[O:9])[CH2:10][CH3:11])[CH2:4][CH:3]=1, predict the reactants needed to synthesize it.